Predict which catalyst facilitates the given reaction. From a dataset of Catalyst prediction with 721,799 reactions and 888 catalyst types from USPTO. (1) Reactant: [C:1]([O:5][C:6](=[O:9])[CH2:7][NH2:8])([CH3:4])([CH3:3])[CH3:2].[CH2:10]([CH:12]([CH2:15][CH3:16])[CH:13]=O)[CH3:11]. Product: [C:1]([O:5][C:6](=[O:9])[CH2:7]/[N:8]=[CH:13]/[CH:12]([CH2:15][CH3:16])[CH2:10][CH3:11])([CH3:4])([CH3:3])[CH3:2]. The catalyst class is: 2. (2) Reactant: [NH:1]1[CH:5]=[CH:4][CH:3]=[N:2]1.F[C:7]1[CH:12]=[CH:11][C:10]([N+:13]([O-:15])=[O:14])=[CH:9][CH:8]=1.C(=O)([O-])[O-].[K+].[K+].CN(C)C=O. Product: [N+:13]([C:10]1[CH:11]=[CH:12][C:7]([N:1]2[CH:5]=[CH:4][CH:3]=[N:2]2)=[CH:8][CH:9]=1)([O-:15])=[O:14]. The catalyst class is: 6.